From a dataset of NCI-60 drug combinations with 297,098 pairs across 59 cell lines. Regression. Given two drug SMILES strings and cell line genomic features, predict the synergy score measuring deviation from expected non-interaction effect. (1) Drug 1: C1CC(C1)(C(=O)O)C(=O)O.[NH2-].[NH2-].[Pt+2]. Drug 2: CN(CCCl)CCCl.Cl. Cell line: HOP-92. Synergy scores: CSS=8.34, Synergy_ZIP=-11.0, Synergy_Bliss=-9.26, Synergy_Loewe=-20.1, Synergy_HSA=-10.8. (2) Drug 2: CC(C)(C#N)C1=CC(=CC(=C1)CN2C=NC=N2)C(C)(C)C#N. Cell line: OVCAR-8. Synergy scores: CSS=6.19, Synergy_ZIP=2.09, Synergy_Bliss=5.07, Synergy_Loewe=0.110, Synergy_HSA=0.693. Drug 1: CS(=O)(=O)CCNCC1=CC=C(O1)C2=CC3=C(C=C2)N=CN=C3NC4=CC(=C(C=C4)OCC5=CC(=CC=C5)F)Cl.